This data is from Reaction yield outcomes from USPTO patents with 853,638 reactions. The task is: Predict the reaction yield, written as a fraction of the theoretical maximum amount of product (1.0 means a 100% yield; for example, 0.34 means a 34% yield). (1) The reactants are CN(C(ON1N=NC2C=CC=NC1=2)=[N+](C)C)C.F[P-](F)(F)(F)(F)F.[F:25][C:26]1[CH:27]=[C:28]([NH:37][C:38]([C@@H:40]2[NH:49][CH2:48][CH2:47][C:46]3[N:45]=[C:44]([O:50][CH3:51])[CH:43]=[CH:42][C:41]2=3)=[O:39])[CH:29]=[C:30]2[C:34]=1[C:33]([CH3:36])([CH3:35])[CH2:32][CH2:31]2.CCN(C(C)C)C(C)C.[C@H:61]1([C:68](O)=[O:69])[CH2:64][C@H:63]([C:65]([OH:67])=[O:66])[CH2:62]1. The product is [F:25][C:26]1[CH:27]=[C:28]([NH:37][C:38]([C@@H:40]2[N:49]([C:68]([C@H:61]3[CH2:64][C@H:63]([C:65]([OH:67])=[O:66])[CH2:62]3)=[O:69])[CH2:48][CH2:47][C:46]3[N:45]=[C:44]([O:50][CH3:51])[CH:43]=[CH:42][C:41]2=3)=[O:39])[CH:29]=[C:30]2[C:34]=1[C:33]([CH3:35])([CH3:36])[CH2:32][CH2:31]2. The catalyst is CN(C=O)C.O.C(#N)C.O. The yield is 0.179. (2) The yield is 0.550. The product is [CH2:1]([CH:3]([C:6]1[C:10]([CH2:11][CH2:12][CH2:13][OH:14])=[CH:9][N:8]([C:19]2[N:20]=[N:21][C:22]([C:25]([F:28])([F:27])[F:26])=[CH:23][CH:24]=2)[N:7]=1)[CH2:4][CH3:5])[CH3:2]. The reactants are [CH2:1]([CH:3]([C:6]1[C:10]([CH2:11][CH2:12][CH2:13][O:14]COC)=[CH:9][NH:8][N:7]=1)[CH2:4][CH3:5])[CH3:2].Cl[C:19]1[N:20]=[N:21][C:22]([C:25]([F:28])([F:27])[F:26])=[CH:23][CH:24]=1.[H-].[Na+].[H][H]. The catalyst is O.CN(C)C=O. (3) The reactants are [CH2:1]([O:4][C:5]1[CH:12]=[CH:11][C:8]([CH:9]=O)=[CH:7][CH:6]=1)[CH2:2][CH3:3].[C:13]([NH:16][NH2:17])([NH2:15])=[NH:14].[ClH:18]. No catalyst specified. The product is [ClH:18].[CH2:1]([O:4][C:5]1[CH:12]=[CH:11][C:8]([CH:9]=[N:17][NH:16][C:13]([NH2:15])=[NH:14])=[CH:7][CH:6]=1)[CH2:2][CH3:3]. The yield is 0.490. (4) The reactants are I[CH3:2].[OH:3][C:4]1[CH:13]=[CH:12][C:11]2[CH:10]([C:14]([O:16][CH2:17][CH3:18])=[O:15])[N:9]([C:19]([O:21][C:22]([CH3:25])([CH3:24])[CH3:23])=[O:20])[CH2:8][CH2:7][C:6]=2[N:5]=1. The catalyst is C(=O)([O-])[O-].[Ag+].[Ag+].C1COCC1. The product is [CH3:2][O:3][C:4]1[CH:13]=[CH:12][C:11]2[CH:10]([C:14]([O:16][CH2:17][CH3:18])=[O:15])[N:9]([C:19]([O:21][C:22]([CH3:24])([CH3:23])[CH3:25])=[O:20])[CH2:8][CH2:7][C:6]=2[N:5]=1. The yield is 0.890. (5) The reactants are [N+:1]([C:4]1[CH:9]=[CH:8][C:7]([CH:10]2[CH2:15][C:14](=[O:16])[NH:13][C:12](=[O:17])[CH2:11]2)=[CH:6][CH:5]=1)([O-])=O. The catalyst is CO.[Pd]. The product is [NH2:1][C:4]1[CH:5]=[CH:6][C:7]([CH:10]2[CH2:11][C:12](=[O:17])[NH:13][C:14](=[O:16])[CH2:15]2)=[CH:8][CH:9]=1. The yield is 0.620.